Dataset: Reaction yield outcomes from USPTO patents with 853,638 reactions. Task: Predict the reaction yield, written as a fraction of the theoretical maximum amount of product (1.0 means a 100% yield; for example, 0.34 means a 34% yield). (1) The reactants are FC(F)(F)C(O)=O.[NH2:8][CH2:9][C:10]([NH:12][C:13]1[CH:18]=[CH:17][C:16]([C:19]#[N:20])=[CH:15][C:14]=1[O:21][CH3:22])=[O:11].C(N(CC)CC)C.[CH3:30][C:31]([CH3:36])([CH3:35])[CH2:32][CH:33]=O. The catalyst is C(OC)(C)(C)C. The product is [C:19]([C:16]1[CH:17]=[CH:18][C:13]([NH:12][C:10](=[O:11])[CH2:9]/[N:8]=[CH:33]/[CH2:32][C:31]([CH3:36])([CH3:35])[CH3:30])=[C:14]([O:21][CH3:22])[CH:15]=1)#[N:20]. The yield is 0.770. (2) The reactants are [H-].[H-].[H-].[H-].[Li+].[Al+3].[CH2:7]([S:11][C:12]1[N:20]=[CH:19][CH:18]=[CH:17][C:13]=1[C:14](O)=[O:15])[CH2:8][CH2:9][CH3:10].O. The catalyst is C1COCC1. The product is [CH2:7]([S:11][C:12]1[C:13]([CH2:14][OH:15])=[CH:17][CH:18]=[CH:19][N:20]=1)[CH2:8][CH2:9][CH3:10]. The yield is 0.770. (3) The catalyst is Cl[Pd](Cl)([P](C1C=CC=CC=1)(C1C=CC=CC=1)C1C=CC=CC=1)[P](C1C=CC=CC=1)(C1C=CC=CC=1)C1C=CC=CC=1.[Cu]I.C(Cl)(Cl)Cl. The yield is 0.850. The reactants are I[C:2]1[CH:7]=[CH:6][C:5]([C:8](=[O:20])[N:9]([CH:11]([C:16]([NH:18][CH3:19])=[O:17])[C:12]([O:14][CH3:15])=[O:13])[CH3:10])=[CH:4][CH:3]=1.[C:21]([C:23]1[CH:28]=[CH:27][C:26]([CH:29]([NH:31][CH:32]2[CH2:34][CH2:33]2)[CH3:30])=[CH:25][CH:24]=1)#[CH:22]. The product is [CH:32]1([NH:31][CH:29]([C:26]2[CH:25]=[CH:24][C:23]([C:21]#[C:22][C:2]3[CH:7]=[CH:6][C:5]([C:8](=[O:20])[N:9]([CH:11]([C:16]([NH:18][CH3:19])=[O:17])[C:12]([O:14][CH3:15])=[O:13])[CH3:10])=[CH:4][CH:3]=3)=[CH:28][CH:27]=2)[CH3:30])[CH2:34][CH2:33]1. (4) The reactants are [Br:1][C:2]1[CH:3]=[CH:4][C:5]([CH3:16])=[C:6]([C:8]2[CH:13]=[C:12](Cl)[N:11]=[C:10]([NH2:15])[N:9]=2)[CH:7]=1.[O:17]1[CH:21]=[C:20]([C:22]2[CH:27]=[CH:26][C:25]([NH2:28])=[CH:24][CH:23]=2)[N:19]=[CH:18]1. No catalyst specified. The product is [Br:1][C:2]1[CH:3]=[CH:4][C:5]([CH3:16])=[C:6]([C:8]2[N:9]=[C:10]([NH2:15])[N:11]=[C:12]([NH:28][C:25]3[CH:24]=[CH:23][C:22]([C:20]4[N:19]=[CH:18][O:17][CH:21]=4)=[CH:27][CH:26]=3)[CH:13]=2)[CH:7]=1. The yield is 0.610. (5) The reactants are C([O-])([O-])=O.[K+].[K+].[CH3:7][C@@H:8]1[C:12]2[NH:13][C:14](B3OC(C)(C)C(C)(C)O3)=[CH:15][C:11]=2[C:10](=[O:25])[NH:9]1.Br[C:27]1[CH:28]=[CH:29][CH:30]=[C:31]2[C:36]=1[N:35]=[C:34]([NH:37][C:38]([CH3:41])([CH3:40])[CH3:39])[N:33]([CH2:42][C:43]([F:46])([F:45])[F:44])[C:32]2=[O:47]. The yield is 0.260. The catalyst is C(C1C(C(C)(C)C)=C([Pd]Cl)C=CC=1NC)(C)(C)C. The product is [C:38]([NH:37][C:34]1[N:33]([CH2:42][C:43]([F:46])([F:44])[F:45])[C:32](=[O:47])[C:31]2[C:36](=[C:27]([C:14]3[NH:13][C:12]4[C@@H:8]([CH3:7])[NH:9][C:10](=[O:25])[C:11]=4[CH:15]=3)[CH:28]=[CH:29][CH:30]=2)[N:35]=1)([CH3:41])([CH3:39])[CH3:40].